This data is from Full USPTO retrosynthesis dataset with 1.9M reactions from patents (1976-2016). The task is: Predict the reactants needed to synthesize the given product. (1) Given the product [CH3:1][O:2][C:3]1[CH:4]=[CH:5][C:6]([CH2:9][C:10]([OH:12])=[O:11])=[CH:7][CH:8]=1, predict the reactants needed to synthesize it. The reactants are: [CH3:1][O:2][C:3]1[CH:8]=[CH:7][C:6]([CH2:9][C:10]([O:12]CC)=[O:11])=[CH:5][CH:4]=1.CO.O[Li].O.Cl. (2) Given the product [CH:1]([C:13]1[C:22]([CH2:23][N:24]2[CH:28]=[CH:27][CH:26]=[N:25]2)=[CH:21][C:20]2[C:19]([CH3:30])([CH3:29])[CH2:18][CH2:17][C:16]([CH3:32])([CH3:31])[C:15]=2[CH:14]=1)=[CH2:2], predict the reactants needed to synthesize it. The reactants are: [C:1]1(C)C=CC(S(O)(=O)=O)=C[CH:2]=1.Br[C:13]1[C:22]([CH2:23][N:24]2[CH:28]=[CH:27][CH:26]=[N:25]2)=[CH:21][C:20]2[C:19]([CH3:30])([CH3:29])[CH2:18][CH2:17][C:16]([CH3:32])([CH3:31])[C:15]=2[CH:14]=1.COC([SiH3])=C(OC)OC.C(N(CC)CC)C. (3) Given the product [Cl:16][C:13]1[C:12]2[C:7](=[CH:8][CH:9]=[C:10]([C:17]([O:19][CH3:20])=[O:18])[CH:11]=2)[N:6]=[C:5]([O:2][CH3:1])[C:14]=1[CH3:15], predict the reactants needed to synthesize it. The reactants are: [CH3:1][O-:2].[Na+].Cl[C:5]1[C:14]([CH3:15])=[C:13]([Cl:16])[C:12]2[C:7](=[CH:8][CH:9]=[C:10]([C:17]([O:19][CH3:20])=[O:18])[CH:11]=2)[N:6]=1. (4) Given the product [CH2:66]([O:70][C:67]([C:31]1[C:30]([CH2:29][N:10]([C:9]([O:8][CH2:1][C:2]2[CH:7]=[CH:6][CH:5]=[CH:4][CH:3]=2)=[O:37])[CH2:11][C:12]([C:14]2[CH:19]=[C:18]([CH2:20][C:21]3[CH:26]=[CH:25][CH:24]=[CH:23][N:22]=3)[CH:17]=[C:16]([CH2:27][OH:28])[CH:15]=2)=[O:13])=[CH:35][CH:34]=[CH:33][N:32]=1)=[O:69])[CH3:61], predict the reactants needed to synthesize it. The reactants are: [CH2:1]([O:8][C:9](=[O:37])[N:10]([CH2:29][C:30]1[C:31](Cl)=[N:32][CH:33]=[CH:34][CH:35]=1)[CH2:11][C:12]([C:14]1[CH:19]=[C:18]([CH2:20][C:21]2[CH:26]=[CH:25][CH:24]=[CH:23][N:22]=2)[CH:17]=[C:16]([CH2:27][OH:28])[CH:15]=1)=[O:13])[C:2]1[CH:7]=[CH:6][CH:5]=[CH:4][CH:3]=1.C1(P([C:61]2[CH:66]=CC=CC=2)CCCP(C2C=CC=CC=2)C2C=CC=CC=2)C=CC=CC=1.[C:67]([O-:70])(=[O:69])C.[Na+].